This data is from Peptide-MHC class II binding affinity with 134,281 pairs from IEDB. The task is: Regression. Given a peptide amino acid sequence and an MHC pseudo amino acid sequence, predict their binding affinity value. This is MHC class II binding data. (1) The peptide sequence is SQDLELQWNLNGLQAY. The MHC is HLA-DQA10101-DQB10501 with pseudo-sequence HLA-DQA10101-DQB10501. The binding affinity (normalized) is 0.571. (2) The peptide sequence is KSAFQSSIASGFVGL. The MHC is H-2-IAb with pseudo-sequence H-2-IAb. The binding affinity (normalized) is 0.783. (3) The peptide sequence is KFPKFNRVFEIEFDI. The MHC is HLA-DPA10103-DPB10401 with pseudo-sequence HLA-DPA10103-DPB10401. The binding affinity (normalized) is 0.335. (4) The peptide sequence is IHHIDLISKLVVECK. The MHC is DRB1_0101 with pseudo-sequence DRB1_0101. The binding affinity (normalized) is 0.576. (5) The peptide sequence is GELQIVDKIDAACKI. The MHC is DRB1_0701 with pseudo-sequence DRB1_0701. The binding affinity (normalized) is 0.415. (6) The peptide sequence is RTVVLTESTLSTALAELATR. The MHC is DRB1_0404 with pseudo-sequence DRB1_0404. The binding affinity (normalized) is 0.757. (7) The peptide sequence is NLMGKTLILLETFVR. The MHC is DRB1_1101 with pseudo-sequence DRB1_1101. The binding affinity (normalized) is 0.536.